This data is from Catalyst prediction with 721,799 reactions and 888 catalyst types from USPTO. The task is: Predict which catalyst facilitates the given reaction. (1) Product: [Cl:1][C:2]1[CH:7]=[C:6]([CH2:8][O:9][CH3:16])[CH:5]=[C:4]([C:10]([F:11])([F:12])[F:13])[N:3]=1. Reactant: [Cl:1][C:2]1[CH:7]=[C:6]([CH2:8][OH:9])[CH:5]=[C:4]([C:10]([F:13])([F:12])[F:11])[N:3]=1.CI.[CH3:16]N(C)C=O.C(=O)([O-])[O-].[K+].[K+]. The catalyst class is: 6. (2) Reactant: [OH:1][CH2:2][CH2:3][O:4][C:5]1[N:10]=[C:9]([C:11]2[CH:16]=[CH:15][N:14]=[CH:13][CH:12]=2)[N:8]=[C:7]([NH:17][S:18](=[O:30])(=[O:29])[NH:19][C:20]2[CH:25]=[CH:24][C:23]([CH:26]([CH3:28])[CH3:27])=[CH:22][CH:21]=2)[C:6]=1[O:31][C:32]1[CH:37]=[CH:36][CH:35]=[CH:34][C:33]=1[O:38][CH3:39].[H-].[Na+].[F:42][C:43]([F:52])([F:51])[C:44]1[CH:45]=[CH:46][C:47](Cl)=[N:48][CH:49]=1. Product: [F:42][C:43]([F:52])([F:51])[C:44]1[CH:45]=[CH:46][C:47]([O:1][CH2:2][CH2:3][O:4][C:5]2[N:10]=[C:9]([C:11]3[CH:16]=[CH:15][N:14]=[CH:13][CH:12]=3)[N:8]=[C:7]([NH:17][S:18](=[O:30])(=[O:29])[NH:19][C:20]3[CH:21]=[CH:22][C:23]([CH:26]([CH3:28])[CH3:27])=[CH:24][CH:25]=3)[C:6]=2[O:31][C:32]2[CH:37]=[CH:36][CH:35]=[CH:34][C:33]=2[O:38][CH3:39])=[N:48][CH:49]=1. The catalyst class is: 1. (3) Reactant: [Cl:1][C:2]1[CH:3]=[C:4]([NH:9][C:10]2[C:19]3[C:14](=[CH:15][C:16]([O:21][CH3:22])=[C:17]([OH:20])[CH:18]=3)[N:13]=[CH:12][N:11]=2)[CH:5]=[CH:6][C:7]=1[F:8].C([O-])([O-])=O.[K+].[K+].Cl[CH2:30][CH2:31][CH2:32][N:33]1[CH2:38][CH2:37][C:36]2[N:39]([CH3:43])[N:40]=[C:41]([CH3:42])[C:35]=2[CH2:34]1. The catalyst class is: 3. Product: [Cl:1][C:2]1[CH:3]=[C:4]([NH:9][C:10]2[C:19]3[C:14](=[CH:15][C:16]([O:21][CH3:22])=[C:17]([O:20][CH2:30][CH2:31][CH2:32][N:33]4[CH2:38][CH2:37][C:36]5[N:39]([CH3:43])[N:40]=[C:41]([CH3:42])[C:35]=5[CH2:34]4)[CH:18]=3)[N:13]=[CH:12][N:11]=2)[CH:5]=[CH:6][C:7]=1[F:8]. (4) Reactant: O[C:2]1[CH:3]=[C:4]([CH:16]=[CH:17][CH:18]=1)[CH2:5][C:6](=[O:15])[C:7]1[CH:12]=[CH:11][C:10]([OH:13])=[C:9]([Br:14])[CH:8]=1.B(F)(F)F.CC[O:25][CH2:26]C.CS(Cl)(=O)=[O:30]. Product: [Br:14][C:9]1[C:10]([OH:13])=[CH:11][CH:12]=[C:7]2[C:8]=1[O:25][CH:26]=[C:5]([C:4]1[CH:16]=[CH:17][C:18]([OH:30])=[CH:2][CH:3]=1)[C:6]2=[O:15]. The catalyst class is: 33. (5) Product: [CH3:1][C:2]1[N:3]([CH2:20][C:21]2[C:30]3[C:25](=[CH:26][CH:27]=[CH:28][CH:29]=3)[CH:24]=[CH:23][CH:22]=2)[C:4]2[CH:10]=[C:9]([N:11]3[CH2:16][CH2:15][O:14][CH2:13][CH2:12]3)[CH:8]=[C:7]([NH2:17])[C:5]=2[N:6]=1. The catalyst class is: 190. Reactant: [CH3:1][C:2]1[N:3]([CH2:20][C:21]2[C:30]3[C:25](=[CH:26][CH:27]=[CH:28][CH:29]=3)[CH:24]=[CH:23][CH:22]=2)[C:4]2[CH:10]=[C:9]([N:11]3[CH2:16][CH2:15][O:14][CH2:13][CH2:12]3)[CH:8]=[C:7]([N+:17]([O-])=O)[C:5]=2[N:6]=1. (6) Reactant: [Br:1][C:2]1[CH:7]=[CH:6][N:5]=[C:4](F)[CH:3]=1.[F:9][CH2:10][CH2:11][CH2:12][OH:13].CC(C)([O-])C.[K+]. Product: [Br:1][C:2]1[CH:7]=[CH:6][N:5]=[C:4]([O:13][CH2:12][CH2:11][CH2:10][F:9])[CH:3]=1. The catalyst class is: 1. (7) Reactant: [C:1]([C:3]1[CH:23]=[CH:22][C:6]([C:7](/[C:9](/[C:14]2[CH:21]=[CH:20][C:17]([C:18]#[N:19])=[CH:16][CH:15]=2)=[CH:10]/[N:11](C)C)=O)=[CH:5][CH:4]=1)#[N:2].Cl.[NH:25]([CH2:27][C:28]([O:30][CH2:31][CH3:32])=[O:29])N. Product: [C:18]([C:17]1[CH:20]=[CH:21][C:14]([C:9]2[CH:10]=[N:11][N:25]([CH2:27][C:28]([O:30][CH2:31][CH3:32])=[O:29])[C:7]=2[C:6]2[CH:22]=[CH:23][C:3]([C:1]#[N:2])=[CH:4][CH:5]=2)=[CH:15][CH:16]=1)#[N:19]. The catalyst class is: 8. (8) Reactant: [NH:1]1[C:7]2[CH:8]=[CH:9][CH:10]=[CH:11][C:6]=2[CH:5]=[CH:4][CH:3]=[N:2]1.C([CH:15]([C:23]([NH2:25])=[O:24])[CH:16](CC=C)[C:17]([NH2:19])=[O:18])C=C.CCN(C(C)C)C(C)C. Product: [NH:1]1[C:7]2[CH:8]=[CH:9][CH:10]=[CH:11][C:6]=2[CH:5]=[CH:4][C:3]([CH:15]([C:23]([NH2:25])=[O:24])[CH2:16][C:17]([NH2:19])=[O:18])=[N:2]1. The catalyst class is: 3.